From a dataset of Full USPTO retrosynthesis dataset with 1.9M reactions from patents (1976-2016). Predict the reactants needed to synthesize the given product. (1) Given the product [Cl:33][C:34]1[CH:39]=[CH:38][CH:37]=[CH:36][C:35]=1[C:5]1[O:9][C:8]([C:10]([N:12]2[CH2:17][CH2:16][N:15]([C:18]([O:20][C:21]([CH3:22])([CH3:23])[CH3:24])=[O:19])[CH2:14][CH:13]2[CH2:25][O:26][C:27]2[CH:28]=[N:29][CH:30]=[CH:31][CH:32]=2)=[O:11])=[CH:7][CH:6]=1, predict the reactants needed to synthesize it. The reactants are: ClCCl.Br[C:5]1[O:9][C:8]([C:10]([N:12]2[CH2:17][CH2:16][N:15]([C:18]([O:20][C:21]([CH3:24])([CH3:23])[CH3:22])=[O:19])[CH2:14][CH:13]2[CH2:25][O:26][C:27]2[CH:28]=[N:29][CH:30]=[CH:31][CH:32]=2)=[O:11])=[CH:7][CH:6]=1.[Cl:33][C:34]1[CH:39]=[CH:38][CH:37]=[CH:36][C:35]=1B(O)O.C(=O)([O-])[O-].[Na+].[Na+]. (2) Given the product [O:25]=[C:19]1[CH:18]([N:12]2[CH2:11][C:10]3[C:14](=[CH:15][CH:16]=[C:8]([CH2:7][NH:6][C:33](=[O:34])[C:32]4[CH:31]=[CH:30][C:29]([O:28][CH2:26][CH3:27])=[CH:37][CH:36]=4)[CH:9]=3)[C:13]2=[O:17])[CH2:23][CH2:22][C:21](=[O:24])[NH:20]1, predict the reactants needed to synthesize it. The reactants are: CS(O)(=O)=O.[NH2:6][CH2:7][C:8]1[CH:9]=[C:10]2[C:14](=[CH:15][CH:16]=1)[C:13](=[O:17])[N:12]([CH:18]1[CH2:23][CH2:22][C:21](=[O:24])[NH:20][C:19]1=[O:25])[CH2:11]2.[CH2:26]([O:28][C:29]1[CH:37]=[CH:36][C:32]([C:33](Cl)=[O:34])=[CH:31][CH:30]=1)[CH3:27].Cl. (3) Given the product [CH:1](/[NH:4][C:5](=[O:11])[O:6][C:7]([CH3:10])([CH3:9])[CH3:8])=[CH:2]\[CH3:3], predict the reactants needed to synthesize it. The reactants are: [CH2:1]([NH:4][C:5](=[O:11])[O:6][C:7]([CH3:10])([CH3:9])[CH3:8])[CH:2]=[CH2:3].C(N(CC)CC)C. (4) Given the product [NH2:12][C:7]1[S:8][C:9]2[CH:10]=[N:15][NH:14][C:3](=[O:2])[C:5]=2[N:6]=1, predict the reactants needed to synthesize it. The reactants are: C[O:2][C:3]([C:5]1[N:6]=[C:7]([NH2:12])[S:8][C:9]=1[CH:10]=O)=O.O.[NH2:14][NH2:15].C(O)(=O)C. (5) Given the product [CH3:43][O:44][C:45]1[C:46]2[N:59]=[C:58]([NH:60][C:6](=[O:8])[C:5]3[CH:9]=[CH:10][N:11]=[C:3]([CH3:2])[CH:4]=3)[S:57][C:47]=2[C:48]([N:51]2[CH2:52][CH2:53][O:54][CH2:55][CH2:56]2)=[N:49][CH:50]=1, predict the reactants needed to synthesize it. The reactants are: Cl.[CH3:2][C:3]1[CH:4]=[C:5]([CH:9]=[CH:10][N:11]=1)[C:6]([OH:8])=O.CN(C(ON1N=NC2C=CC=NC1=2)=[N+](C)C)C.F[P-](F)(F)(F)(F)F.CN1CCOCC1.[CH3:43][O:44][C:45]1[C:46]2[N:59]=[C:58]([NH2:60])[S:57][C:47]=2[C:48]([N:51]2[CH2:56][CH2:55][O:54][CH2:53][CH2:52]2)=[N:49][CH:50]=1. (6) Given the product [NH:15]1[CH2:16][CH2:17][CH:12]([NH:11][C:9](=[O:10])[CH2:8][O:7][C:3]2[CH:2]=[N:1][CH:6]=[CH:5][CH:4]=2)[CH2:13][CH2:14]1, predict the reactants needed to synthesize it. The reactants are: [N:1]1[CH:6]=[CH:5][CH:4]=[C:3]([O:7][CH2:8][C:9]([NH:11][CH:12]2[CH2:17][CH2:16][N:15](C(OC(C)(C)C)=O)[CH2:14][CH2:13]2)=[O:10])[CH:2]=1.C(O)(C(F)(F)F)=O. (7) Given the product [CH:30]1[C:31]2[N:32]([C:2]3[CH:3]=[CH:4][C:5]4[O:14][C:9]5=[N:10][CH:11]=[CH:12][CH:13]=[C:8]5[C:6]=4[CH:7]=3)[C:33]3[C:38](=[CH:37][CH:36]=[CH:35][CH:34]=3)[C:39]=2[CH:40]=[C:28]([N:26]2[C:25]3[CH:24]=[CH:23][CH:22]=[CH:21][C:20]=3[C:19]3[C:27]2=[CH:15][CH:16]=[CH:17][CH:18]=3)[CH:29]=1, predict the reactants needed to synthesize it. The reactants are: Cl[C:2]1[CH:3]=[CH:4][C:5]2[O:14][C:9]3=[N:10][CH:11]=[CH:12][CH:13]=[C:8]3[C:6]=2[CH:7]=1.[CH:15]1[C:27]2[N:26]([C:28]3[CH:29]=[CH:30][C:31]4[NH:32][C:33]5[C:38]([C:39]=4[CH:40]=3)=[CH:37][CH:36]=[CH:35][CH:34]=5)[C:25]3[C:20](=[CH:21][CH:22]=[CH:23][CH:24]=3)[C:19]=2[CH:18]=[CH:17][CH:16]=1.P(C(C)(C)C)(C(C)(C)C)C(C)(C)C.[K]. (8) Given the product [N:1]1[C:10]2[C:5](=[CH:6][CH:7]=[CH:8][CH:9]=2)[CH:4]=[C:3]([CH:11]=[CH:21][CH:22]=[O:23])[CH:2]=1, predict the reactants needed to synthesize it. The reactants are: [N:1]1[C:10]2[C:5](=[CH:6][CH:7]=[CH:8][CH:9]=2)[CH:4]=[C:3]([CH:11]=O)[CH:2]=1.N1(C2C=C[C:21]([CH:22]=[O:23])=CC=2)C=CC=N1. (9) Given the product [Br:1][C:2]1[C:3]([O:27][CH2:28][C:29]2[NH:33][N:32]=[N:31][N:30]=2)=[CH:4][CH:5]=[C:6]2[C:11]=1[CH:10]=[CH:9][C:8]([C:12]1[O:13][C:14]3[CH:26]=[CH:25][CH:24]=[CH:23][C:15]=3[C:16]=1[C:17](=[O:22])[CH2:18][CH:19]([CH3:21])[CH3:20])=[CH:7]2, predict the reactants needed to synthesize it. The reactants are: [Br:1][C:2]1[C:11]2[C:6](=[CH:7][C:8]([C:12]3[O:13][C:14]4[CH:26]=[CH:25][CH:24]=[CH:23][C:15]=4[C:16]=3[C:17](=[O:22])[CH2:18][CH:19]([CH3:21])[CH3:20])=[CH:9][CH:10]=2)[CH:5]=[CH:4][C:3]=1[O:27][CH2:28][C:29]#[N:30].[N-:31]=[N+:32]=[N-:33].[Na+].[Cl-].[NH4+].